From a dataset of Catalyst prediction with 721,799 reactions and 888 catalyst types from USPTO. Predict which catalyst facilitates the given reaction. (1) Reactant: [C:1]1([CH:7]([C:14]2[CH:19]=[CH:18][CH:17]=[CH:16][CH:15]=2)[N:8]2[CH2:13][CH2:12][NH:11][CH2:10][CH2:9]2)[CH:6]=[CH:5][CH:4]=[CH:3][CH:2]=1.C(=O)([O-])[O-].[K+].[K+].[CH2:26]([CH:28]1[O:30][CH2:29]1)Br. Product: [C:14]1([CH:7]([C:1]2[CH:2]=[CH:3][CH:4]=[CH:5][CH:6]=2)[N:8]2[CH2:9][CH2:10][N:11]([CH2:26][CH:28]3[O:30][CH2:29]3)[CH2:12][CH2:13]2)[CH:19]=[CH:18][CH:17]=[CH:16][CH:15]=1. The catalyst class is: 21. (2) Reactant: [CH3:1][N:2]1[CH:6]=[CH:5][C:4]([C:7]([OH:9])=O)=[N:3]1.CN(C(ON1N=N[C:20]2[CH:21]=CC=N[C:19]1=2)=[N+](C)C)C.[F:27][P-](F)(F)(F)(F)F.C(N(CC)[CH:38]([CH3:40])[CH3:39])(C)C.[F:43][C:44]1[C:59]([F:60])=[CH:58][C:47]2[NH:48][C:49]([CH2:51][CH:52]3[CH2:57][CH2:56][CH2:55][CH2:54][NH:53]3)=[N:50][C:46]=2[CH:45]=1. Product: [F:43][C:44]1[C:59]([F:60])=[CH:58][C:47]2[NH:48][C:49]([CH2:51][CH:52]3[CH2:57][CH2:56][CH2:55][CH2:54][N:53]3[C:7]([C:4]3[C:5]([C:39]4[CH:38]=[CH:40][C:21]([F:27])=[CH:20][CH:19]=4)=[CH:6][N:2]([CH3:1])[N:3]=3)=[O:9])=[N:50][C:46]=2[CH:45]=1. The catalyst class is: 369. (3) Reactant: C([Li])CCC.C(NC(C)C)(C)C.[F:13][C:14]1[N:19]=[CH:18][C:17]([C@H:20]([N:22]2[CH2:27][CH2:26][N:25]([C:28]([O:30][C:31]([CH3:34])([CH3:33])[CH3:32])=[O:29])[CH2:24][C@@H:23]2[CH3:35])[CH3:21])=[CH:16][CH:15]=1.[B:36](OC(C)C)([O:41]C(C)C)[O:37]C(C)C.[OH-].[Na+]. Product: [C:31]([O:30][C:28]([N:25]1[CH2:26][CH2:27][N:22]([C@@H:20]([C:17]2[CH:16]=[C:15]([B:36]([OH:41])[OH:37])[C:14]([F:13])=[N:19][CH:18]=2)[CH3:21])[C@@H:23]([CH3:35])[CH2:24]1)=[O:29])([CH3:33])([CH3:32])[CH3:34]. The catalyst class is: 1.